This data is from Tyrosyl-DNA phosphodiesterase HTS with 341,365 compounds. The task is: Binary Classification. Given a drug SMILES string, predict its activity (active/inactive) in a high-throughput screening assay against a specified biological target. (1) The drug is S(=O)(=O)(N(CC)CC)c1cc(NC(=O)C2Oc3c(OC2)cccc3)c(N2CCOCC2)cc1. The result is 0 (inactive). (2) The result is 0 (inactive). The molecule is o1c(c(c(c1/N=C\c1c(OC)cc(OC)cc1)C#N)C)C. (3) The molecule is O(Cc1ccc(cc1)C(=O)c1ccccc1)C(=O)CNC(=O)CNC(=O)Cc1ccccc1. The result is 0 (inactive). (4) The compound is s1c2c(CCCC2)c2c1nc(nc2SCC(=O)Nc1nc(sn1)c1ccc(cc1)C)C. The result is 0 (inactive). (5) The molecule is O(c1ccc(c2nn(c(=O)c3c2cccc3)C)cc1)CC(=O)Nc1c(cc(cc1)C)C. The result is 0 (inactive).